Dataset: Reaction yield outcomes from USPTO patents with 853,638 reactions. Task: Predict the reaction yield, written as a fraction of the theoretical maximum amount of product (1.0 means a 100% yield; for example, 0.34 means a 34% yield). (1) The reactants are [F:1][C:2]([Si](C)(C)C)([F:4])[F:3].[Br:9][C:10]1[C:11]([CH:16]=[O:17])=[N:12][N:13]([CH3:15])[CH:14]=1.Cl.O. The catalyst is C1COCC1.CCCC[N+](CCCC)(CCCC)CCCC.[F-]. The product is [Br:9][C:10]1[C:11]([CH:16]([OH:17])[C:2]([F:4])([F:3])[F:1])=[N:12][N:13]([CH3:15])[CH:14]=1. The yield is 0.690. (2) The reactants are I[C:2]1[CH:7]=[CH:6][C:5]([S:8](=[O:16])(=[O:15])[NH:9][C:10]2[CH:14]=[CH:13][O:12][N:11]=2)=[CH:4][C:3]=1/[CH:17]=[CH:18]/[C:19]([O:21]CC)=O.CC1(C)C2C(=C(P(C3C=CC=CC=3)C3C=CC=CC=3)C=CC=2)OC2C(P(C3C=CC=CC=3)C3C=CC=CC=3)=CC=CC1=2.[CH2:66]([NH2:73])[C:67]1[CH:72]=[CH:71][CH:70]=[CH:69][CH:68]=1.C[O-].[Na+]. The catalyst is C1C=CC(/C=C/C(/C=C/C2C=CC=CC=2)=O)=CC=1.C1C=CC(/C=C/C(/C=C/C2C=CC=CC=2)=O)=CC=1.C1C=CC(/C=C/C(/C=C/C2C=CC=CC=2)=O)=CC=1.[Pd].[Pd].O1CCOCC1. The product is [CH2:66]([N:73]1[C:2]2[C:3](=[CH:4][C:5]([S:8]([NH:9][C:10]3[CH:14]=[CH:13][O:12][N:11]=3)(=[O:15])=[O:16])=[CH:6][CH:7]=2)[CH:17]=[CH:18][C:19]1=[O:21])[C:67]1[CH:72]=[CH:71][CH:70]=[CH:69][CH:68]=1. The yield is 0.360. (3) The reactants are [C:1]([C:3]1[CH:4]=[C:5]2[C:10](=[CH:11][C:12]=1[OH:13])[N:9]=[CH:8][CH:7]=[C:6]2[O:14][C:15]1[CH:20]=[CH:19][C:18]([NH:21][C:22]([NH:24][C:25]2[CH:30]=[CH:29][C:28]([F:31])=[CH:27][CH:26]=2)=[O:23])=[CH:17][CH:16]=1)#[N:2].Br[CH2:33][CH2:34][Cl:35].C(=O)([O-])[O-].[K+].[K+].O1CCCC1. The catalyst is CN(C)C=O.C(OCC)(=O)C. The product is [C:1]([C:3]1[CH:4]=[C:5]2[C:10](=[CH:11][C:12]=1[O:13][CH2:33][CH2:34][Cl:35])[N:9]=[CH:8][CH:7]=[C:6]2[O:14][C:15]1[CH:16]=[CH:17][C:18]([NH:21][C:22]([NH:24][C:25]2[CH:26]=[CH:27][C:28]([F:31])=[CH:29][CH:30]=2)=[O:23])=[CH:19][CH:20]=1)#[N:2]. The yield is 0.757. (4) The reactants are [CH2:1]([Li])[CH2:2][CH2:3][CH3:4].[C:6]([C:9]1[C:10]([O:27][CH2:28][C:29]2[CH:34]=[CH:33][CH:32]=[CH:31][CH:30]=2)=[CH:11][C:12]([O:19]CC2C=CC=CC=2)=[C:13]([CH:18]=1)[C:14]([O:16][CH3:17])=[O:15])(=O)[CH3:7].[CH3:35]O.O1C[CH2:40][CH2:39][CH2:38]1. The catalyst is [Br-].C[P+](C1C=CC=CC=1)(C1C=CC=CC=1)C1C=CC=CC=1. The product is [CH2:1]([O:19][C:12]1[CH:11]=[C:10]([O:27][CH2:28][C:29]2[CH:34]=[CH:33][CH:32]=[CH:31][CH:30]=2)[C:9]([C:6]([CH3:35])=[CH2:7])=[CH:18][C:13]=1[C:14]([O:16][CH3:17])=[O:15])[C:2]1[CH:40]=[CH:39][CH:38]=[CH:4][CH:3]=1. The yield is 0.360. (5) The reactants are [N:1]1[CH:6]=[CH:5][C:4]([N:7]2[CH2:12][CH2:11][CH:10]([CH2:13][O:14][C:15]([NH:17][NH:18][C:19]3[C:20]([NH2:25])=[CH:21][CH:22]=[CH:23][CH:24]=3)=[O:16])[CH2:9][CH2:8]2)=[CH:3][CH:2]=1.[CH3:26][C:27]1[CH:35]=[CH:34][C:30]([C:31]([Cl:33])=[O:32])=[CH:29][CH:28]=1. No catalyst specified. The product is [ClH:33].[CH3:26][C:27]1[CH:35]=[CH:34][C:30]([C:31]([NH:25][C:20]2[C:19]([NH:18][NH:17][C:15]([O:14][CH2:13][CH:10]3[CH2:9][CH2:8][N:7]([C:4]4[CH:5]=[CH:6][N:1]=[CH:2][CH:3]=4)[CH2:12][CH2:11]3)=[O:16])=[CH:24][CH:23]=[CH:22][CH:21]=2)=[O:32])=[CH:29][CH:28]=1. The yield is 0.560. (6) The reactants are [NH:1]([C:5]1[CH:6]=[C:7]([NH:11][S:12]([CH3:15])(=[O:14])=[O:13])[CH:8]=[CH:9][CH:10]=1)[C:2]([NH2:4])=[S:3].Cl[CH2:17][CH:18]=O. The catalyst is C(O)C. The product is [S:3]1[CH:18]=[CH:17][N:4]=[C:2]1[NH:1][C:5]1[CH:6]=[C:7]([NH:11][S:12]([CH3:15])(=[O:14])=[O:13])[CH:8]=[CH:9][CH:10]=1. The yield is 0.930.